This data is from Peptide-MHC class I binding affinity with 185,985 pairs from IEDB/IMGT. The task is: Regression. Given a peptide amino acid sequence and an MHC pseudo amino acid sequence, predict their binding affinity value. This is MHC class I binding data. (1) The peptide sequence is VMGITAEWLW. The MHC is HLA-B53:01 with pseudo-sequence HLA-B53:01. The binding affinity (normalized) is 0.659. (2) The peptide sequence is VAAKGAPAL. The MHC is HLA-B07:02 with pseudo-sequence HLA-B07:02. The binding affinity (normalized) is 0.479. (3) The peptide sequence is HTPGCVPCV. The MHC is Mamu-A01 with pseudo-sequence Mamu-A01. The binding affinity (normalized) is 0.591. (4) The peptide sequence is ALYSYASAK. The MHC is HLA-A30:01 with pseudo-sequence HLA-A30:01. The binding affinity (normalized) is 0.556. (5) The peptide sequence is AEIRASANLA. The MHC is HLA-B40:01 with pseudo-sequence HLA-B40:01. The binding affinity (normalized) is 0.509. (6) The peptide sequence is AENKKFKLH. The MHC is HLA-B15:01 with pseudo-sequence HLA-B15:01. The binding affinity (normalized) is 0.0847. (7) The peptide sequence is AVFPRYHPR. The MHC is HLA-A30:01 with pseudo-sequence HLA-A30:01. The binding affinity (normalized) is 0.513.